This data is from Forward reaction prediction with 1.9M reactions from USPTO patents (1976-2016). The task is: Predict the product of the given reaction. Given the reactants [N+:1]([C:4]1[CH:9]=[C:8]([C:10]([F:13])([F:12])[F:11])[CH:7]=[CH:6][C:5]=1[N:14]1[CH2:19][CH2:18][CH2:17][C@H:16]([NH:20][C:21](=[O:27])[O:22][C:23]([CH3:26])([CH3:25])[CH3:24])[CH2:15]1)([O-:3])=[O:2].[H-].[Na+].I[CH3:31].O, predict the reaction product. The product is: [CH3:31][N:20]([C@H:16]1[CH2:17][CH2:18][CH2:19][N:14]([C:5]2[CH:6]=[CH:7][C:8]([C:10]([F:11])([F:12])[F:13])=[CH:9][C:4]=2[N+:1]([O-:3])=[O:2])[CH2:15]1)[C:21](=[O:27])[O:22][C:23]([CH3:24])([CH3:26])[CH3:25].